Regression. Given two drug SMILES strings and cell line genomic features, predict the synergy score measuring deviation from expected non-interaction effect. From a dataset of NCI-60 drug combinations with 297,098 pairs across 59 cell lines. (1) Drug 1: CC1CCC2CC(C(=CC=CC=CC(CC(C(=O)C(C(C(=CC(C(=O)CC(OC(=O)C3CCCCN3C(=O)C(=O)C1(O2)O)C(C)CC4CCC(C(C4)OC)O)C)C)O)OC)C)C)C)OC. Drug 2: CNC(=O)C1=NC=CC(=C1)OC2=CC=C(C=C2)NC(=O)NC3=CC(=C(C=C3)Cl)C(F)(F)F. Cell line: LOX IMVI. Synergy scores: CSS=20.9, Synergy_ZIP=-1.10, Synergy_Bliss=5.78, Synergy_Loewe=-25.8, Synergy_HSA=7.18. (2) Drug 1: CN(C(=O)NC(C=O)C(C(C(CO)O)O)O)N=O. Drug 2: N.N.Cl[Pt+2]Cl. Cell line: NCI-H522. Synergy scores: CSS=72.1, Synergy_ZIP=1.51, Synergy_Bliss=3.57, Synergy_Loewe=3.42, Synergy_HSA=5.99. (3) Drug 1: CNC(=O)C1=CC=CC=C1SC2=CC3=C(C=C2)C(=NN3)C=CC4=CC=CC=N4. Drug 2: C(CC(=O)O)C(=O)CN.Cl. Cell line: LOX IMVI. Synergy scores: CSS=10.1, Synergy_ZIP=-6.76, Synergy_Bliss=-8.53, Synergy_Loewe=-6.57, Synergy_HSA=-6.54. (4) Drug 1: CCCCC(=O)OCC(=O)C1(CC(C2=C(C1)C(=C3C(=C2O)C(=O)C4=C(C3=O)C=CC=C4OC)O)OC5CC(C(C(O5)C)O)NC(=O)C(F)(F)F)O. Drug 2: CC1C(C(CC(O1)OC2CC(CC3=C2C(=C4C(=C3O)C(=O)C5=C(C4=O)C(=CC=C5)OC)O)(C(=O)CO)O)N)O.Cl. Cell line: OVCAR3. Synergy scores: CSS=36.7, Synergy_ZIP=0.534, Synergy_Bliss=-0.808, Synergy_Loewe=-2.84, Synergy_HSA=-0.545. (5) Drug 1: C#CCC(CC1=CN=C2C(=N1)C(=NC(=N2)N)N)C3=CC=C(C=C3)C(=O)NC(CCC(=O)O)C(=O)O. Drug 2: CC(C)NC(=O)C1=CC=C(C=C1)CNNC.Cl. Cell line: ACHN. Synergy scores: CSS=-3.90, Synergy_ZIP=2.55, Synergy_Bliss=2.58, Synergy_Loewe=-3.50, Synergy_HSA=-2.19.